This data is from Forward reaction prediction with 1.9M reactions from USPTO patents (1976-2016). The task is: Predict the product of the given reaction. (1) Given the reactants [CH3:1][N:2]1[CH2:7][CH2:6][N:5]([C:8]2[C:13]([N+:14]([O-])=O)=[C:12]([NH2:17])[CH:11]=[CH:10][N:9]=2)[CH2:4][CH2:3]1, predict the reaction product. The product is: [CH3:1][N:2]1[CH2:7][CH2:6][N:5]([C:8]2[C:13]([NH2:14])=[C:12]([NH2:17])[CH:11]=[CH:10][N:9]=2)[CH2:4][CH2:3]1. (2) Given the reactants [CH3:1][C:2]1[CH:7]=[C:6]([N+:8]([O-])=O)[C:5]([O:11][CH3:12])=[CH:4][C:3]=1[N:13]1[CH2:19][CH2:18][CH2:17][N:16]([CH2:20][CH2:21][S:22]([CH3:25])(=[O:24])=[O:23])[CH2:15][CH2:14]1, predict the reaction product. The product is: [CH3:1][C:2]1[C:3]([N:13]2[CH2:19][CH2:18][CH2:17][N:16]([CH2:20][CH2:21][S:22]([CH3:25])(=[O:23])=[O:24])[CH2:15][CH2:14]2)=[CH:4][C:5]([O:11][CH3:12])=[C:6]([CH:7]=1)[NH2:8].